From a dataset of Forward reaction prediction with 1.9M reactions from USPTO patents (1976-2016). Predict the product of the given reaction. (1) Given the reactants [CH3:1][C:2]([O:5][C:6]([NH:8][CH2:9][C:10]([OH:12])=O)=[O:7])([CH3:4])[CH3:3].C1C=CC2N(O)N=NC=2C=1.C(Cl)CCl.C(N1CCOCC1)C.[F:35][CH2:36][CH:37]([O:40][C:41]1[CH:48]=[CH:47][C:46]([C:49]2[O:53][N:52]=[C:51]([C:54]3[CH:64]=[CH:63][C:57]4[CH2:58][CH2:59][NH:60][CH2:61][CH2:62][C:56]=4[CH:55]=3)[N:50]=2)=[CH:45][C:42]=1[C:43]#[N:44])[CH2:38][F:39], predict the reaction product. The product is: [C:43]([C:42]1[CH:45]=[C:46]([C:49]2[O:53][N:52]=[C:51]([C:54]3[CH:64]=[CH:63][C:57]4[CH2:58][CH2:59][N:60]([C:10](=[O:12])[CH2:9][NH:8][C:6](=[O:7])[O:5][C:2]([CH3:1])([CH3:3])[CH3:4])[CH2:61][CH2:62][C:56]=4[CH:55]=3)[N:50]=2)[CH:47]=[CH:48][C:41]=1[O:40][CH:37]([CH2:38][F:39])[CH2:36][F:35])#[N:44]. (2) Given the reactants [C:1]([C:6]1[CH:16]=[C:15]([C:17]([CH2:20][CH3:21])([CH3:19])[CH3:18])[CH:14]=[CH:13][C:7]=1[O:8][CH2:9][C:10](O)=[O:11])([CH2:4][CH3:5])([CH3:3])[CH3:2].S(Cl)([Cl:24])=O, predict the reaction product. The product is: [C:1]([C:6]1[CH:16]=[C:15]([C:17]([CH2:20][CH3:21])([CH3:19])[CH3:18])[CH:14]=[CH:13][C:7]=1[O:8][CH2:9][C:10]([Cl:24])=[O:11])([CH2:4][CH3:5])([CH3:3])[CH3:2].